From a dataset of Tyrosyl-DNA phosphodiesterase HTS with 341,365 compounds. Binary Classification. Given a drug SMILES string, predict its activity (active/inactive) in a high-throughput screening assay against a specified biological target. The molecule is s1c(C(=O)N2C(CN(CC2)C(=O)c2sccc2)C)ccc1. The result is 0 (inactive).